Dataset: Catalyst prediction with 721,799 reactions and 888 catalyst types from USPTO. Task: Predict which catalyst facilitates the given reaction. Reactant: [CH:1]([O:4][C:5]([N:7]1[CH2:12][CH2:11][CH:10]([O:13][CH2:14][C:15]2[N:19]=[C:18]([C:20]3[CH:21]=[N:22][C:23](Cl)=[CH:24][CH:25]=3)[O:17][N:16]=2)[CH2:9][CH2:8]1)=[O:6])([CH3:3])[CH3:2].C(O[C:32](=[O:48])[NH:33][C@@H:34]1[C@@H:39]([C:40]2[CH:45]=[C:44]([F:46])[CH:43]=[CH:42][C:41]=2[F:47])[CH2:38][CH2:37][NH:36][CH2:35]1)(C)(C)C.CCN(C(C)C)C(C)C.[C:58](O)([CH3:61])([CH3:60])[CH3:59]. Product: [CH:1]([O:4][C:5]([N:7]1[CH2:12][CH2:11][CH:10]([O:13][CH2:14][C:15]2[N:19]=[C:18]([C:20]3[CH:25]=[CH:24][C:23]([N:36]4[CH2:37][CH2:38][C@H:39]([C:40]5[CH:45]=[C:44]([F:46])[CH:43]=[CH:42][C:41]=5[F:47])[C@@H:34]([NH:33][C:32]([C:58]([CH3:61])([CH3:60])[CH3:59])=[O:48])[CH2:35]4)=[N:22][CH:21]=3)[O:17][N:16]=2)[CH2:9][CH2:8]1)=[O:6])([CH3:3])[CH3:2]. The catalyst class is: 25.